This data is from Forward reaction prediction with 1.9M reactions from USPTO patents (1976-2016). The task is: Predict the product of the given reaction. (1) Given the reactants [CH3:1][C:2]1[CH:3]=[N:4][C:5]([CH2:11][S+:12]([O-:24])[C:13]2[NH:14][C:15]3[CH:16]=[CH:17][C:18]([O:22][CH3:23])=[CH:19][C:20]=3[N:21]=2)=[C:6]([CH3:10])[C:7]=1[O:8][CH3:9].C(O)C.C(OCC)(=O)C.[OH-].[Na+:35], predict the reaction product. The product is: [CH3:1][C:2]1[CH:3]=[N:4][C:5]([CH2:11][S+:12]([O-:24])[C:13]2[N-:14][C:15]3[CH:16]=[CH:17][C:18]([O:22][CH3:23])=[CH:19][C:20]=3[N:21]=2)=[C:6]([CH3:10])[C:7]=1[O:8][CH3:9].[Na+:35]. (2) Given the reactants Cl.Cl.[CH3:3][C:4]1[CH:17]=[C:7]2[C:8]([C@@H:12]3[CH2:14][C@H:13]3[CH2:15][NH2:16])=[CH:9][CH:10]=[CH:11][N:6]2[N:5]=1.C(N(CC)CC)C.[C:25](OC(=O)C)(=[O:27])[CH3:26], predict the reaction product. The product is: [CH3:3][C:4]1[CH:17]=[C:7]2[C:8]([C@@H:12]3[CH2:14][C@H:13]3[CH2:15][NH:16][C:25](=[O:27])[CH3:26])=[CH:9][CH:10]=[CH:11][N:6]2[N:5]=1. (3) The product is: [CH2:24]1[CH2:29][CH2:28][CH2:27][CH2:26][CH:25]1[C:2]1[CH:3]=[C:4]([CH:21]=[CH:22][CH:23]=1)[O:5][CH:6]1[CH2:11][CH2:10][N:9]([C:12]([NH:14][C:15]2[CH:20]=[N:19][CH:18]=[CH:17][N:16]=2)=[O:13])[CH2:8][CH2:7]1. Given the reactants O[C:2]1[CH:3]=[C:4]([CH:21]=[CH:22][CH:23]=1)[O:5][CH:6]1[CH2:11][CH2:10][N:9]([C:12]([NH:14][C:15]2[CH:20]=[N:19][CH:18]=[CH:17][N:16]=2)=[O:13])[CH2:8][CH2:7]1.[CH:24]1(CCO)[CH2:29][CH2:28][CH2:27][CH2:26][CH2:25]1.C1C=CC(P(C2C=CC=CC=2)C2C=CC=CC=2)=CC=1.CCOC(/N=N/C(OCC)=O)=O, predict the reaction product. (4) Given the reactants [C:1]([O:5][C:6]([N:8]1[CH2:13][CH2:12][C:11](=[C:14]([C:18]2[CH:23]=[CH:22][CH:21]=[CH:20][CH:19]=2)[C:15](O)=[O:16])[CH2:10][CH2:9]1)=[O:7])([CH3:4])([CH3:3])[CH3:2].CCN=C=NCCCN(C)C.C1C=CC2N(O)N=NC=2C=1.[CH:45]([NH:47][NH2:48])=[O:46], predict the reaction product. The product is: [C:1]([O:5][C:6]([N:8]1[CH2:9][CH2:10][C:11](=[C:14]([C:18]2[CH:19]=[CH:20][CH:21]=[CH:22][CH:23]=2)[C:15]([NH:48][NH:47][CH:45]=[O:46])=[O:16])[CH2:12][CH2:13]1)=[O:7])([CH3:4])([CH3:3])[CH3:2]. (5) Given the reactants [CH3:1][O:2][C:3]1[CH:4]=[C:5]2[C:10](=[CH:11][C:12]=1[O:13][CH3:14])[N:9]=[CH:8][N:7]=[C:6]2[O:15][C:16]1[CH:21]=[CH:20][C:19]([NH:22][C:23](=O)[CH2:24][O:25][C:26]2[CH:31]=[CH:30][CH:29]=[CH:28][C:27]=2[CH3:32])=[CH:18][CH:17]=1.Cl.[OH-].[Na+], predict the reaction product. The product is: [CH3:1][O:2][C:3]1[CH:4]=[C:5]2[C:10](=[CH:11][C:12]=1[O:13][CH3:14])[N:9]=[CH:8][N:7]=[C:6]2[O:15][C:16]1[CH:17]=[CH:18][C:19]([NH:22][CH2:23][CH2:24][O:25][C:26]2[CH:31]=[CH:30][CH:29]=[CH:28][C:27]=2[CH3:32])=[CH:20][CH:21]=1. (6) Given the reactants Br[C:2]1[CH:3]=[CH:4][C:5]2[O:11][CH:10]([CH2:12][N:13]3[CH2:18][CH2:17][O:16][CH2:15][CH2:14]3)[CH2:9][N:8]3[CH:19]=[C:20]([C:22]([O:24][CH3:25])=[O:23])[N:21]=[C:7]3[C:6]=2[CH:26]=1.[CH3:27][C:28]1[O:32][N:31]=[C:30]([C@:33]([OH:37])([C:35]#[CH:36])[CH3:34])[CH:29]=1, predict the reaction product. The product is: [OH:37][C@:33]([C:30]1[CH:29]=[C:28]([CH3:27])[O:32][N:31]=1)([CH3:34])[C:35]#[C:36][C:2]1[CH:3]=[CH:4][C:5]2[O:11][CH:10]([CH2:12][N:13]3[CH2:18][CH2:17][O:16][CH2:15][CH2:14]3)[CH2:9][N:8]3[CH:19]=[C:20]([C:22]([O:24][CH3:25])=[O:23])[N:21]=[C:7]3[C:6]=2[CH:26]=1. (7) Given the reactants [Cl:1][C:2]1[CH:3]=[C:4]2[C:10]3([CH2:15][CH2:14][N:13]([C:16]([O:18][C:19]([CH3:22])([CH3:21])[CH3:20])=[O:17])[CH2:12][CH2:11]3)[CH2:9][N:8]([C:23]3[C:24]4[C@H:31]([CH3:32])[CH2:30][C@@H:29]([O:33]C(=O)C5C=CC([N+]([O-])=O)=CC=5)[C:25]=4[N:26]=[CH:27][N:28]=3)[C:5]2=[CH:6][CH:7]=1.ClC1C=C2C3(CCN(C(OC(C)(C)C)=O)CC3)CN(C3C4[C@H](C)C[C@H](OC(=O)C5C=CC([N+]([O-])=O)=CC=5)C=4N=CN=3)C2=CC=1, predict the reaction product. The product is: [Cl:1][C:2]1[CH:3]=[C:4]2[C:10]3([CH2:11][CH2:12][N:13]([C:16]([O:18][C:19]([CH3:22])([CH3:21])[CH3:20])=[O:17])[CH2:14][CH2:15]3)[CH2:9][N:8]([C:23]3[C:24]4[C@H:31]([CH3:32])[CH2:30][C@H:29]([OH:33])[C:25]=4[N:26]=[CH:27][N:28]=3)[C:5]2=[CH:6][CH:7]=1. (8) Given the reactants [OH:1][C:2]1[C:7]2=[N:8][C:9]([CH3:16])=[C:10]([CH2:13][CH2:14]O)[C:11](=[O:12])[N:6]2[CH:5]=[CH:4][CH:3]=1.S(Cl)([Cl:19])=O, predict the reaction product. The product is: [OH:1][C:2]1[C:7]2=[N:8][C:9]([CH3:16])=[C:10]([CH2:13][CH2:14][Cl:19])[C:11](=[O:12])[N:6]2[CH:5]=[CH:4][CH:3]=1. (9) Given the reactants [C:1]([O:5][C:6](=[O:13])[NH:7][CH2:8][CH2:9][CH2:10][CH2:11][NH2:12])([CH3:4])([CH3:3])[CH3:2].[C:14]([C:17]1[S:18][CH:19]=[CH:20][N:21]=1)(=O)[CH3:15].[BH4-].[Na+], predict the reaction product. The product is: [C:1]([O:5][C:6](=[O:13])[NH:7][CH2:8][CH2:9][CH2:10][CH2:11][NH:12][CH:14]([C:17]1[S:18][CH:19]=[CH:20][N:21]=1)[CH3:15])([CH3:4])([CH3:2])[CH3:3]. (10) Given the reactants I[C:2]1[N:3]=[N+:4]([O-:15])[C:5]2[CH:14]=[C:13]3[C:9]([CH2:10][CH2:11][CH2:12]3)=[CH:8][C:6]=2[N:7]=1.[CH2:16]([Sn](CCCC)(CCCC)CCCC)[CH:17]=[CH2:18], predict the reaction product. The product is: [CH2:18]([C:2]1[N:3]=[N+:4]([O-:15])[C:5]2[CH:14]=[C:13]3[C:9]([CH2:10][CH2:11][CH2:12]3)=[CH:8][C:6]=2[N:7]=1)[CH:17]=[CH2:16].